Dataset: Cav3 T-type calcium channel HTS with 100,875 compounds. Task: Binary Classification. Given a drug SMILES string, predict its activity (active/inactive) in a high-throughput screening assay against a specified biological target. (1) The molecule is FC(F)(F)c1cc(C(=O)N2CCN(C(CC(C)C)COCc3c(cccc3)C)C(=O)CC2)ccc1. The result is 0 (inactive). (2) The drug is ClC(Cl)(Cl)C(Nc1ccccc1)NC(=O)c1ccc(OC)cc1. The result is 0 (inactive). (3) The compound is O=C(NCCc1cc(OC)c(OC)cc1)C1CCCN(C1)Cc1nc(oc1C)c1ccc(cc1)CC. The result is 1 (active). (4) The molecule is s1c(nnc1NC(=O)c1c2c(nc(c1)c1ccccc1)cccc2)C(C)(C)C. The result is 0 (inactive).